The task is: Predict the reaction yield, written as a fraction of the theoretical maximum amount of product (1.0 means a 100% yield; for example, 0.34 means a 34% yield).. This data is from Reaction yield outcomes from USPTO patents with 853,638 reactions. (1) The reactants are [Br:1][C:2]1[CH:3]=[CH:4][C:5]([OH:21])=[C:6]([C:8](=[O:20])/[CH:9]=[CH:10]/[C:11]2[N:12]=[C:13]3[CH:18]=[CH:17][CH:16]=[CH:15][N:14]3[CH:19]=2)[CH:7]=1.II. The catalyst is CS(C)=O. The product is [Br:1][C:2]1[CH:7]=[C:6]2[C:5](=[CH:4][CH:3]=1)[O:21][C:10]([C:11]1[N:12]=[C:13]3[CH:18]=[CH:17][CH:16]=[CH:15][N:14]3[CH:19]=1)=[CH:9][C:8]2=[O:20]. The yield is 0.870. (2) The reactants are [NH2:1][C:2]1[CH:3]=[C:4]([C:8]2[C:12]([Br:13])=[CH:11][N:10]([CH3:14])[N:9]=2)[CH:5]=[CH:6][CH:7]=1.[CH3:15][O:16][C:17]1[CH:22]=[CH:21][CH:20]=[CH:19][C:18]=1[CH2:23][C:24](O)=[O:25].O.ON1C2C=CC=CC=2N=N1.F[P-](F)(F)(F)(F)F.N1(OC(N(C)C)=[N+](C)C)C2C=CC=CC=2N=N1.C(N(CC)C(C)C)(C)C. The catalyst is C(Cl)(Cl)Cl.[Cl-].[Na+].O. The product is [Br:13][C:12]1[C:8]([C:4]2[CH:3]=[C:2]([NH:1][C:24](=[O:25])[CH2:23][C:18]3[CH:19]=[CH:20][CH:21]=[CH:22][C:17]=3[O:16][CH3:15])[CH:7]=[CH:6][CH:5]=2)=[N:9][N:10]([CH3:14])[CH:11]=1. The yield is 0.380.